Dataset: Catalyst prediction with 721,799 reactions and 888 catalyst types from USPTO. Task: Predict which catalyst facilitates the given reaction. (1) Reactant: Cl.Cl.[F:3][C@H:4]1[C:8]2[N:9]=[CH:10][N:11]=[C:12]([N:13]3[CH2:18][CH2:17][NH:16][CH2:15][CH2:14]3)[C:7]=2[C@H:6]([CH3:19])[CH2:5]1.[Cl:20][C:21]1[CH:26]=[CH:25][C:24]([CH2:27][C:28]([OH:30])=O)=[CH:23][CH:22]=1.[CH:31]([N:34]([CH:37]([CH3:39])C)CC)([CH3:33])C.CN(C(ON1N=NC2C=CC=CC1=2)=[N+](C)C)C.F[P-](F)(F)(F)(F)F. Product: [ClH:20].[Cl:20][C:21]1[CH:22]=[CH:23][C:24]([C@@H:27]([C@@H:31]2[CH2:33][CH2:39][CH2:37][NH:34]2)[C:28]([N:16]2[CH2:15][CH2:14][N:13]([C:12]3[C:7]4[C@H:6]([CH3:19])[CH2:5][C@@H:4]([F:3])[C:8]=4[N:9]=[CH:10][N:11]=3)[CH2:18][CH2:17]2)=[O:30])=[CH:25][CH:26]=1. The catalyst class is: 4. (2) Reactant: [C:1]([O:5][C:6]([N:8]1[CH2:13][CH2:12][CH:11]([CH2:14][CH2:15][OH:16])[CH2:10][CH2:9]1)=[O:7])([CH3:4])([CH3:3])[CH3:2].C(N(CC)CC)C.[CH3:24][S:25](Cl)(=[O:27])=[O:26]. Product: [CH3:24][S:25]([O:16][CH2:15][CH2:14][CH:11]1[CH2:12][CH2:13][N:8]([C:6]([O:5][C:1]([CH3:4])([CH3:3])[CH3:2])=[O:7])[CH2:9][CH2:10]1)(=[O:27])=[O:26]. The catalyst class is: 1. (3) Reactant: [C:1]1([C:7]2S[CH:9]=[C:10]([C:12]3[CH:13]=[CH:14][C:15]4[O:20][CH2:19][C:18](=[O:21])[NH:17][C:16]=4[CH:22]=3)[N:11]=2)[CH:6]=[CH:5][CH:4]=[CH:3][CH:2]=1.C[O:24]C1C=CC(P2(SP(C3C=CC(OC)=CC=3)(=S)S2)=S)=CC=1. Product: [C:1]1([C:7]2[O:24][CH:9]=[C:10]([C:12]3[CH:13]=[CH:14][C:15]4[O:20][CH2:19][C:18](=[O:21])[NH:17][C:16]=4[CH:22]=3)[N:11]=2)[CH:6]=[CH:5][CH:4]=[CH:3][CH:2]=1. The catalyst class is: 7. (4) Reactant: [CH2:1]([N:8]1[CH2:13][CH2:12][CH2:11][CH:10]([O:14][C:15]2[CH:20]=[CH:19][C:18]([N+:21]([O-])=O)=[C:17]([CH2:24][S:25]([C:28]3[C:37]4[C:32](=[CH:33][CH:34]=[CH:35][CH:36]=4)[CH:31]=[CH:30][CH:29]=3)(=[O:27])=[O:26])[CH:16]=2)[CH2:9]1)[C:2]1[CH:7]=[CH:6][CH:5]=[CH:4][CH:3]=1. Product: [CH2:1]([N:8]1[CH2:13][CH2:12][CH2:11][CH:10]([O:14][C:15]2[CH:20]=[CH:19][C:18]([NH2:21])=[C:17]([CH2:24][S:25]([C:28]3[C:37]4[C:32](=[CH:33][CH:34]=[CH:35][CH:36]=4)[CH:31]=[CH:30][CH:29]=3)(=[O:27])=[O:26])[CH:16]=2)[CH2:9]1)[C:2]1[CH:3]=[CH:4][CH:5]=[CH:6][CH:7]=1. The catalyst class is: 358. (5) Reactant: [N+:1]([C:4]1[CH:9]=[CH:8][C:7]([CH:10]2[CH2:13][N:12]([C:14](=O)[CH2:15][CH3:16])[CH2:11]2)=[CH:6][CH:5]=1)([O-])=O.NC1C=CC=CC=1.N1C=CC=CC=1.[CH:31]([C:34]1[CH:39]=[CH:38][C:37]([S:40](Cl)(=[O:42])=[O:41])=[CH:36][CH:35]=1)([CH3:33])[CH3:32]. Product: [CH:31]([C:34]1[CH:39]=[CH:38][C:37]([S:40]([NH:1][C:4]2[CH:9]=[CH:8][C:7]([CH:10]3[CH2:13][N:12]([CH2:14][CH2:15][CH3:16])[CH2:11]3)=[CH:6][CH:5]=2)(=[O:42])=[O:41])=[CH:36][CH:35]=1)([CH3:33])[CH3:32]. The catalyst class is: 271. (6) Reactant: [H-].[H-].[H-].[H-].[Li+].[Al+3].[Br:7][C:8]1[CH:16]=[CH:15][CH:14]=[C:13]2[C:9]=1[C:10]([CH:17]=O)=[CH:11][NH:12]2. Product: [Br:7][C:8]1[CH:16]=[CH:15][CH:14]=[C:13]2[C:9]=1[C:10]([CH3:17])=[CH:11][NH:12]2. The catalyst class is: 1. (7) Reactant: [OH:1][CH:2]1[CH2:6][NH:5][CH2:4][CH2:3]1.C(=O)([O-])[O-].[Na+].[Na+].[C:13]([C:15]1[CH:20]=[CH:19][C:18]([S:21](Cl)(=[O:23])=[O:22])=[CH:17][CH:16]=1)#[N:14]. Product: [OH:1][CH:2]1[CH2:3][CH2:4][N:5]([S:21]([C:18]2[CH:17]=[CH:16][C:15]([C:13]#[N:14])=[CH:20][CH:19]=2)(=[O:23])=[O:22])[CH2:6]1. The catalyst class is: 2. (8) Reactant: [Br:1]Br.[OH-].[Na+].[OH:5][C:6]1[N:14]=[CH:13][CH:12]=[CH:11][C:7]=1[C:8]([OH:10])=[O:9].Cl. Product: [Br:1][C:12]1[CH:13]=[N:14][C:6]([OH:5])=[C:7]([CH:11]=1)[C:8]([OH:10])=[O:9]. The catalyst class is: 6.